This data is from Full USPTO retrosynthesis dataset with 1.9M reactions from patents (1976-2016). The task is: Predict the reactants needed to synthesize the given product. (1) Given the product [Cl:15][C:16]1[CH:24]=[C:23]([S:25]([CH2:28][C@@H:29]([OH:31])[CH3:30])(=[O:26])=[O:27])[CH:22]=[CH:21][C:17]=1[C:18]([NH:6][C:5]1[CH:7]=[CH:8][C:2]([Cl:1])=[C:3]([C:9]2[CH:14]=[CH:13][CH:12]=[CH:11][N:10]=2)[CH:4]=1)=[O:19], predict the reactants needed to synthesize it. The reactants are: [Cl:1][C:2]1[CH:8]=[CH:7][C:5]([NH2:6])=[CH:4][C:3]=1[C:9]1[CH:14]=[CH:13][CH:12]=[CH:11][N:10]=1.[Cl:15][C:16]1[CH:24]=[C:23]([S:25]([CH2:28][C@@H:29]([OH:31])[CH3:30])(=[O:27])=[O:26])[CH:22]=[CH:21][C:17]=1[C:18](O)=[O:19]. (2) Given the product [CH3:14][C:13]1[C:12](=[O:15])[O:1][C:2]2[C:3]([CH:4]=1)=[C:6]([O:10][CH3:11])[CH:7]=[CH:8][CH:9]=2, predict the reactants needed to synthesize it. The reactants are: [OH:1][C:2]1[CH:9]=[CH:8][CH:7]=[C:6]([O:10][CH3:11])[C:3]=1[CH:4]=O.[C:12](O[C:12](=[O:15])[CH2:13][CH3:14])(=[O:15])[CH2:13][CH3:14].C([O-])([O-])=O.[K+].[K+].O.